Predict which catalyst facilitates the given reaction. From a dataset of Catalyst prediction with 721,799 reactions and 888 catalyst types from USPTO. (1) Reactant: [ClH:1].Cl.[NH2:3][C:4]1[C:12]2[S:11][C:10]([C:13]([NH:15][C@@H:16]3[CH:21]4[CH2:22][CH2:23][N:18]([CH2:19][CH2:20]4)[CH2:17]3)=[O:14])=[CH:9][C:8]=2[CH:7]=[CH:6][CH:5]=1.C(N(CC)CC)C.[C:31]1([N:37]=[C:38]=[O:39])[CH:36]=[CH:35][CH:34]=[CH:33][CH:32]=1. Product: [ClH:1].[NH:37]([C:38]([NH:3][C:4]1[C:12]2[S:11][C:10]([C:13]([NH:15][C@@H:16]3[CH:21]4[CH2:22][CH2:23][N:18]([CH2:19][CH2:20]4)[CH2:17]3)=[O:14])=[CH:9][C:8]=2[CH:7]=[CH:6][CH:5]=1)=[O:39])[C:31]1[CH:36]=[CH:35][CH:34]=[CH:33][CH:32]=1. The catalyst class is: 1. (2) Reactant: [F:1][C:2]1[CH:3]=[N:4][C:5]2[CH:6]=[CH:7][C:8](=[O:27])[N:9]3[CH2:13][CH:12]([CH2:14][N:15]4[CH2:20][CH2:19][C@H:18]([OH:21])[C@H:17]([CH2:22][NH:23]C(=O)[O-])[CH2:16]4)[C:11]=1[C:10]=23.FC(F)(F)C(O)=O. Product: [NH2:23][CH2:22][C@H:17]1[C@@H:18]([OH:21])[CH2:19][CH2:20][N:15]([CH2:14][CH:12]2[C:11]3=[C:2]([F:1])[CH:3]=[N:4][C:5]4[CH:6]=[CH:7][C:8](=[O:27])[N:9]([C:10]=43)[CH2:13]2)[CH2:16]1. The catalyst class is: 4. (3) Reactant: [NH2:1][C@H:2]1[C:11]2[C:6](=[CH:7][CH:8]=[C:9]([C:12]3[CH:13]=[N:14][N:15]([CH3:17])[CH:16]=3)[CH:10]=2)[N:5]([C:18](=[O:20])[CH3:19])[C@@H:4]([CH:21]2[CH2:23][CH2:22]2)[C@@H:3]1[CH3:24].Br[C:26]1[CH:31]=[CH:30][CH:29]=[CH:28][CH:27]=1.CN(C1C(C2C(P(C3CCCCC3)C3CCCCC3)=CC=CC=2)=CC=CC=1)C.CC(C)([O-])C.[Na+]. Product: [CH:21]1([C@H:4]2[C@H:3]([CH3:24])[C@@H:2]([NH:1][C:26]3[CH:31]=[CH:30][CH:29]=[CH:28][CH:27]=3)[C:11]3[C:6](=[CH:7][CH:8]=[C:9]([C:12]4[CH:13]=[N:14][N:15]([CH3:17])[CH:16]=4)[CH:10]=3)[N:5]2[C:18](=[O:20])[CH3:19])[CH2:23][CH2:22]1. The catalyst class is: 62. (4) Reactant: [C:1]([CH:3]([CH:7]1[C:11]([Cl:12])=[C:10](Cl)C(=O)O1)[C:4]([NH2:6])=[O:5])#[N:2].Cl.[F:16][C:17]1[CH:18]=[CH:19][C:20]([S:25]([CH3:28])(=[O:27])=[O:26])=[C:21]([CH2:23][NH2:24])[CH:22]=1.C(=O)([O-])[O-].[K+].[K+].[OH-].[Na+]. The catalyst class is: 8. Product: [ClH:12].[Cl:12][C:11]1[CH:7]=[C:3]([C:4]([NH2:6])=[O:5])[C:1](=[NH:2])[N:24]([CH2:23][C:21]2[CH:22]=[C:17]([F:16])[CH:18]=[CH:19][C:20]=2[S:25]([CH3:28])(=[O:27])=[O:26])[CH:10]=1. (5) Reactant: [O:1]=[C:2]1[N:6]([CH:7]2[CH2:12][CH2:11][NH:10][CH2:9][CH2:8]2)[C:5]2[CH:13]=[CH:14][CH:15]=[CH:16][C:4]=2[NH:3]1.Br[CH2:18][CH2:19][CH2:20][CH2:21][OH:22].C([O-])([O-])=O.[K+].[K+].C(O)C. Product: [O:1]=[C:2]1[N:6]([CH:7]2[CH2:8][CH2:9][N:10]([CH2:18][CH2:19][CH2:20][CH2:21][OH:22])[CH2:11][CH2:12]2)[C:5]2[CH:13]=[CH:14][CH:15]=[CH:16][C:4]=2[NH:3]1. The catalyst class is: 84. (6) Reactant: [N:1]1[CH:6]=[CH:5][N:4]=[CH:3][C:2]=1[N:7]1[CH2:12][CH2:11][CH:10]([CH:13]2[CH2:18][CH2:17][N:16]([C:19]([O:21][C:22]([CH3:25])([CH3:24])[CH3:23])=[O:20])[CH2:15][CH2:14]2)[CH2:9][CH2:8]1.[Cl:26]N1C(=O)CCC1=O. Product: [Cl:26][C:5]1[N:4]=[CH:3][C:2]([N:7]2[CH2:12][CH2:11][CH:10]([CH:13]3[CH2:18][CH2:17][N:16]([C:19]([O:21][C:22]([CH3:25])([CH3:24])[CH3:23])=[O:20])[CH2:15][CH2:14]3)[CH2:9][CH2:8]2)=[N:1][CH:6]=1. The catalyst class is: 163. (7) Reactant: [C:1](O[BH-](OC(=O)C)OC(=O)C)(=O)C.[Na+].[CH3:15][C:16]1([CH3:35])[C:20]([CH3:22])([CH3:21])[O:19][B:18]([C:23]2[CH:24]=[C:25]([N:29]3[CH2:34][CH2:33][NH:32][CH2:31][CH2:30]3)[CH:26]=[CH:27][CH:28]=2)[O:17]1.C=O. Product: [CH3:1][N:32]1[CH2:31][CH2:30][N:29]([C:25]2[CH:26]=[CH:27][CH:28]=[C:23]([B:18]3[O:17][C:16]([CH3:35])([CH3:15])[C:20]([CH3:21])([CH3:22])[O:19]3)[CH:24]=2)[CH2:34][CH2:33]1. The catalyst class is: 2. (8) Reactant: [Br:1][C:2]1[CH:3]=[CH:4][C:5]([F:11])=[C:6]([CH:8]([OH:10])[CH3:9])[CH:7]=1.[Cr](O[Cr]([O-])(=O)=O)([O-])(=O)=O. Product: [Br:1][C:2]1[CH:3]=[CH:4][C:5]([F:11])=[C:6]([C:8](=[O:10])[CH3:9])[CH:7]=1. The catalyst class is: 4. (9) Reactant: Cl[C:2]1[C:7]([N+:8]([O-:10])=[O:9])=[CH:6][CH:5]=[C:4](Cl)[N:3]=1.CCN(C(C)C)C(C)C.[CH2:21]([NH2:28])[C:22]1[CH:27]=[CH:26][CH:25]=[CH:24][CH:23]=1.[CH3:29][N:30]1[CH2:35][CH2:34][NH:33][CH2:32][CH2:31]1. Product: [CH2:21]([NH:28][C:2]1[C:7]([N+:8]([O-:10])=[O:9])=[CH:6][CH:5]=[C:4]([N:33]2[CH2:34][CH2:35][N:30]([CH3:29])[CH2:31][CH2:32]2)[N:3]=1)[C:22]1[CH:27]=[CH:26][CH:25]=[CH:24][CH:23]=1. The catalyst class is: 37. (10) The catalyst class is: 15. Product: [Br:20][CH2:1][CH:2]([CH2:6][CH2:7][CH2:8][N:9]1[C:13](=[O:14])[C:12]2=[CH:15][CH:16]=[CH:17][CH:18]=[C:11]2[C:10]1=[O:19])[C:3]([OH:5])=[O:4]. Reactant: [CH2:1]=[C:2]([CH2:6][CH2:7][CH2:8][N:9]1[C:13](=[O:14])[C:12]2=[CH:15][CH:16]=[CH:17][CH:18]=[C:11]2[C:10]1=[O:19])[C:3]([OH:5])=[O:4].[BrH:20].O.